The task is: Regression. Given two drug SMILES strings and cell line genomic features, predict the synergy score measuring deviation from expected non-interaction effect.. This data is from NCI-60 drug combinations with 297,098 pairs across 59 cell lines. (1) Cell line: HL-60(TB). Drug 2: C1CN(P(=O)(OC1)NCCCl)CCCl. Drug 1: CN(CCCl)CCCl.Cl. Synergy scores: CSS=43.8, Synergy_ZIP=0.0486, Synergy_Bliss=0.516, Synergy_Loewe=-31.2, Synergy_HSA=-1.22. (2) Drug 1: COCCOC1=C(C=C2C(=C1)C(=NC=N2)NC3=CC=CC(=C3)C#C)OCCOC.Cl. Drug 2: CC1C(C(CC(O1)OC2CC(CC3=C2C(=C4C(=C3O)C(=O)C5=CC=CC=C5C4=O)O)(C(=O)C)O)N)O. Cell line: SK-MEL-5. Synergy scores: CSS=58.0, Synergy_ZIP=-1.57, Synergy_Bliss=1.36, Synergy_Loewe=2.90, Synergy_HSA=3.75. (3) Drug 1: C1=CN(C=N1)CC(O)(P(=O)(O)O)P(=O)(O)O. Drug 2: C1=NNC2=C1C(=O)NC=N2. Cell line: A498. Synergy scores: CSS=-1.87, Synergy_ZIP=0.142, Synergy_Bliss=-0.0175, Synergy_Loewe=-3.44, Synergy_HSA=-3.06. (4) Drug 1: COC1=CC(=CC(=C1O)OC)C2C3C(COC3=O)C(C4=CC5=C(C=C24)OCO5)OC6C(C(C7C(O6)COC(O7)C8=CC=CS8)O)O. Drug 2: COC1=C2C(=CC3=C1OC=C3)C=CC(=O)O2. Cell line: MALME-3M. Synergy scores: CSS=24.1, Synergy_ZIP=-3.65, Synergy_Bliss=-1.42, Synergy_Loewe=-38.4, Synergy_HSA=-2.78. (5) Drug 1: C1=NC2=C(N1)C(=S)N=C(N2)N. Drug 2: CC1=C(C(=CC=C1)Cl)NC(=O)C2=CN=C(S2)NC3=CC(=NC(=N3)C)N4CCN(CC4)CCO. Cell line: DU-145. Synergy scores: CSS=36.5, Synergy_ZIP=-1.72, Synergy_Bliss=-0.773, Synergy_Loewe=-0.107, Synergy_HSA=0.784. (6) Drug 1: C1=CC=C(C(=C1)C(C2=CC=C(C=C2)Cl)C(Cl)Cl)Cl. Drug 2: CC12CCC3C(C1CCC2O)C(CC4=C3C=CC(=C4)O)CCCCCCCCCS(=O)CCCC(C(F)(F)F)(F)F. Cell line: SW-620. Synergy scores: CSS=-5.60, Synergy_ZIP=0.429, Synergy_Bliss=-6.84, Synergy_Loewe=-8.43, Synergy_HSA=-10.4. (7) Drug 1: CC1C(C(CC(O1)OC2CC(CC3=C2C(=C4C(=C3O)C(=O)C5=C(C4=O)C(=CC=C5)OC)O)(C(=O)C)O)N)O.Cl. Drug 2: CCCCCOC(=O)NC1=NC(=O)N(C=C1F)C2C(C(C(O2)C)O)O. Cell line: M14. Synergy scores: CSS=9.95, Synergy_ZIP=-2.82, Synergy_Bliss=-0.742, Synergy_Loewe=-10.7, Synergy_HSA=-1.86.